From a dataset of Forward reaction prediction with 1.9M reactions from USPTO patents (1976-2016). Predict the product of the given reaction. (1) Given the reactants [OH:1][CH2:2][C@@H:3]1[CH2:7][CH2:6][CH2:5][N:4]1[C:8]([O:10][CH2:11][C:12]1[CH:17]=[CH:16][CH:15]=[CH:14][CH:13]=1)=[O:9].[OH-].[Na+].Br[CH2:21][C:22]([O:24][C:25]([CH3:28])([CH3:27])[CH3:26])=[O:23].Cl, predict the reaction product. The product is: [C:25]([O:24][C:22](=[O:23])[CH2:21][O:1][CH2:2][C@@H:3]1[CH2:7][CH2:6][CH2:5][N:4]1[C:8]([O:10][CH2:11][C:12]1[CH:17]=[CH:16][CH:15]=[CH:14][CH:13]=1)=[O:9])([CH3:28])([CH3:27])[CH3:26]. (2) Given the reactants [F:1][C:2]1[CH:7]=[C:6]([F:8])[CH:5]=[CH:4][C:3]=1[N:9]1[C:13]([C:14]2[CH:19]=[CH:18][C:17]([N+:20]([O-])=[O:21])=[CH:16][CH:15]=2)=[CH:12][CH:11]=[N:10]1.[CH3:23][O:24][C:25]1[CH:30]=[CH:29][C:28]([CH2:31]C#N)=[CH:27][CH:26]=1, predict the reaction product. The product is: [F:1][C:2]1[CH:7]=[C:6]([F:8])[CH:5]=[CH:4][C:3]=1[N:9]1[C:13]([C:14]2[CH:19]=[CH:18][C:17]3=[N:20][O:21][C:31]([C:28]4[CH:29]=[CH:30][C:25]([O:24][CH3:23])=[CH:26][CH:27]=4)=[C:16]3[CH:15]=2)=[CH:12][CH:11]=[N:10]1. (3) Given the reactants [OH:1][C:2]1[CH:7]=[CH:6][C:5]([C:8](=[O:11])[CH2:9][CH3:10])=[C:4]([CH3:12])[CH:3]=1.Cl[C:14]1[C:19]2[CH:20]=[CH:21][O:22][C:18]=2[CH:17]=[CH:16][N:15]=1.C(=O)([O-])[O-].[K+].[K+], predict the reaction product. The product is: [O:22]1[C:18]2[CH:17]=[CH:16][N:15]=[C:14]([O:1][C:2]3[CH:7]=[CH:6][C:5]([C:8](=[O:11])[CH2:9][CH3:10])=[C:4]([CH3:12])[CH:3]=3)[C:19]=2[CH:20]=[CH:21]1. (4) The product is: [C:40]([C:35]1[CH:34]=[CH:33][C:32]([CH2:31][N:21]([CH2:20][CH2:19][CH2:18][N:8]([CH2:1][C:2]2[CH:7]=[CH:6][C:5]([C:2]([CH3:7])([CH3:3])[CH3:1])=[CH:4][CH:3]=2)[C:9]([O:10][CH2:11][C:12]2[S:16][CH:15]=[N:14][CH:13]=2)=[O:17])[C:22](=[O:23])[O:24][CH2:25][C:26]2[S:30][CH:29]=[N:28][CH:27]=2)=[CH:37][CH:36]=1)([CH3:43])([CH3:42])[CH3:41]. Given the reactants [CH2:1]([N:8]([CH2:18][CH2:19][CH2:20][N:21]([CH2:31][C:32]1[CH:37]=[CH:36][CH:35]=[CH:34][CH:33]=1)[C:22]([O:24][CH2:25][C:26]1[S:30][CH:29]=[N:28][CH:27]=1)=[O:23])[C:9](=[O:17])[O:10][CH2:11][C:12]1[S:16][CH:15]=[N:14][CH:13]=1)[C:2]1[CH:7]=[CH:6][CH:5]=[CH:4][CH:3]=1.[H-].[Na+].[C:40](C1C=CC(CBr)=CC=1)([CH3:43])([CH3:42])[CH3:41], predict the reaction product. (5) Given the reactants [OH-:1].[Na+].Cl[C:4]1[NH:5][C:6]([Cl:13])=[CH:7][C:8]2[C:9]=1[NH:10][CH2:11][N:12]=2, predict the reaction product. The product is: [Cl:13][C:6]1[NH:5][C:4](=[O:1])[C:9]2[NH:10][CH:11]=[N:12][C:8]=2[CH:7]=1. (6) Given the reactants [CH:1]1([C:4]2[NH:5][C:6]3[C:11]([CH:12]=2)=[CH:10][C:9]([N+:13]([O-])=O)=[CH:8][CH:7]=3)[CH2:3][CH2:2]1, predict the reaction product. The product is: [CH:1]1([C:4]2[NH:5][C:6]3[C:11]([CH:12]=2)=[CH:10][C:9]([NH2:13])=[CH:8][CH:7]=3)[CH2:3][CH2:2]1. (7) Given the reactants N1C=CC=CC=1.[OH-].[K+].[CH3:9][S:10]([C:13]1[CH:18]=[CH:17][C:16]([S:19](Cl)(=[O:21])=[O:20])=[CH:15][CH:14]=1)(=[O:12])=[O:11].[CH3:23][C:24]1[CH:25]=[C:26]([CH:28]=[C:29]([CH3:38])[C:30]=1[S:31]([CH2:34][N+:35]([O-:37])=[O:36])(=[O:33])=[O:32])[NH2:27].Cl, predict the reaction product. The product is: [CH3:38][C:29]1[CH:28]=[C:26]([NH:27][S:19]([C:16]2[CH:17]=[CH:18][C:13]([S:10]([CH3:9])(=[O:12])=[O:11])=[CH:14][CH:15]=2)(=[O:21])=[O:20])[CH:25]=[C:24]([CH3:23])[C:30]=1[S:31]([CH2:34][N+:35]([O-:37])=[O:36])(=[O:33])=[O:32]. (8) Given the reactants [S:1]1[CH:5]=[C:4]([C:6]2[N:15]=[C:14]([C:16]([OH:18])=O)[C:13]3[C:8](=[CH:9][CH:10]=[CH:11][CH:12]=3)[N:7]=2)[N:3]=[CH:2]1.Cl.[OH:20][C:21]1[C:30]([N:31]([CH3:33])[CH3:32])=[CH:29][CH:28]=[C:27]2[C:22]=1[CH2:23][CH2:24][NH:25][CH2:26]2, predict the reaction product. The product is: [S:1]1[CH:5]=[C:4]([C:6]2[N:15]=[C:14]([C:16]([N:25]3[CH2:24][CH2:23][C:22]4[C:27](=[CH:28][CH:29]=[C:30]([N:31]([CH3:33])[CH3:32])[C:21]=4[OH:20])[CH2:26]3)=[O:18])[C:13]3[C:8](=[CH:9][CH:10]=[CH:11][CH:12]=3)[N:7]=2)[N:3]=[CH:2]1.